This data is from Full USPTO retrosynthesis dataset with 1.9M reactions from patents (1976-2016). The task is: Predict the reactants needed to synthesize the given product. Given the product [OH:10][CH:8]1[CH2:7][CH2:6][CH:5]([C:11]([O:13][CH3:14])=[O:12])[C:4]([CH3:15])([CH3:3])[CH2:9]1, predict the reactants needed to synthesize it. The reactants are: [BH4-].[Na+].[CH3:3][C:4]1([CH3:15])[CH2:9][C:8](=[O:10])[CH2:7][CH2:6][CH:5]1[C:11]([O:13][CH3:14])=[O:12].